Dataset: Reaction yield outcomes from USPTO patents with 853,638 reactions. Task: Predict the reaction yield, written as a fraction of the theoretical maximum amount of product (1.0 means a 100% yield; for example, 0.34 means a 34% yield). (1) The reactants are [CH:1]1([O:6][N:7]2C(=O)C3C(=CC=CC=3)C2=O)[CH2:5][CH2:4][CH2:3][CH2:2]1.NN.[N+:20]([C:23]1[CH:29]=[C:28]([S:30](Cl)(=[O:32])=[O:31])[CH:27]=[CH:26][C:24]=1[NH2:25])([O-:22])=[O:21].C(N(CC)C(C)C)(C)C. The catalyst is O1CCCC1.OS([O-])(=O)=O.[Na+].ClCCl. The product is [NH2:25][C:24]1[CH:26]=[CH:27][C:28]([S:30]([NH:7][O:6][CH:1]2[CH2:2][CH2:3][CH2:4][CH2:5]2)(=[O:32])=[O:31])=[CH:29][C:23]=1[N+:20]([O-:22])=[O:21]. The yield is 0.680. (2) The product is [NH2:18][C:16]1[N:17]=[C:13]([NH:12][C:5]2[CH:4]=[C:3]([F:19])[C:2]([C:28]3[CH:27]=[CH:26][C:25]([NH:24][S:21]([CH3:20])(=[O:22])=[O:23])=[CH:30][CH:29]=3)=[C:7]([C:8]([F:11])([F:10])[F:9])[CH:6]=2)[NH:14][N:15]=1. The yield is 0.0900. The catalyst is C(O)CCC.O.C1C=CC(P([C]2[CH][CH][CH][CH]2)C2C=CC=CC=2)=CC=1.C1C=CC(P([C]2[CH][CH][CH][CH]2)C2C=CC=CC=2)=CC=1.Cl[Pd]Cl.[Fe]. The reactants are Br[C:2]1[C:7]([C:8]([F:11])([F:10])[F:9])=[CH:6][C:5]([NH:12][C:13]2[N:17]=[C:16]([NH2:18])[NH:15][N:14]=2)=[CH:4][C:3]=1[F:19].[CH3:20][S:21]([NH:24][C:25]1[CH:30]=[CH:29][C:28](B(O)O)=[CH:27][CH:26]=1)(=[O:23])=[O:22].C([O-])([O-])=O.[Cs+].[Cs+]. (3) The yield is 0.800. The reactants are [Br:1][C:2]1[S:6][CH:5]=[CH:4][CH:3]=1.[CH3:7][C:8]([CH3:14])([CH3:13])[CH2:9][C:10](Cl)=[O:11].FC(F)(F)S([O-])(=O)=O.[Yb+3].FC(F)(F)S([O-])(=O)=O.FC(F)(F)S([O-])(=O)=O. The catalyst is [N+](C)([O-])=O. The product is [Br:1][C:2]1[S:6][C:5]([C:10](=[O:11])[CH2:9][C:8]([CH3:14])([CH3:13])[CH3:7])=[CH:4][CH:3]=1.